This data is from Full USPTO retrosynthesis dataset with 1.9M reactions from patents (1976-2016). The task is: Predict the reactants needed to synthesize the given product. (1) Given the product [Cl:2][C:3]1[CH:4]=[C:5]([NH:17][C:18]2[C:27]3[C:22](=[CH:23][CH:24]=[CH:25][C:26]=3[O:28][CH2:29][C:30]([N:47]([CH2:46][CH3:45])[CH3:42])=[O:31])[N:21]=[CH:20][N:19]=2)[CH:6]=[CH:7][C:8]=1[O:9][CH2:10][C:11]1[CH:16]=[CH:15][CH:14]=[CH:13][N:12]=1, predict the reactants needed to synthesize it. The reactants are: [Na+].[Cl:2][C:3]1[CH:4]=[C:5]([NH:17][C:18]2[C:27]3[C:22](=[CH:23][CH:24]=[CH:25][C:26]=3[O:28][CH2:29][C:30]([O-])=[O:31])[N:21]=[CH:20][N:19]=2)[CH:6]=[CH:7][C:8]=1[O:9][CH2:10][C:11]1[CH:16]=[CH:15][CH:14]=[CH:13][N:12]=1.CN(C(ON1N=NC2C=[CH:45][CH:46]=[N:47][C:42]1=2)=[N+](C)C)C.F[P-](F)(F)(F)(F)F.CCN(C(C)C)C(C)C.C(NC)C. (2) Given the product [CH:18]1([NH:15][C:1](=[O:12])/[CH:2]=[C:3](/[CH2:5][CH2:6][CH:7]=[C:8]([CH3:9])[CH3:10])\[CH3:4])[O:38][C@H:37]([CH2:39][OH:40])[C@H:35]([OH:36])[C@H:33]([OH:34])[C@H:19]1[OH:22], predict the reactants needed to synthesize it. The reactants are: [C:1]([OH:12])(=O)/[CH:2]=[C:3](/[CH2:5][CH2:6][CH:7]=[C:8]([CH3:10])[CH3:9])\[CH3:4].C([N:15]([CH2:18][CH3:19])CC)C.ClC(OCC(C)C)=[O:22].Cl.OC1[O:38][C@H:37]([CH2:39][OH:40])[C@H:35]([OH:36])[C@H:33]([OH:34])[C@H]1N. (3) Given the product [F:16][C:12]1[C:11]([OH:17])=[C:10]([C:6]2[N:5]([CH2:25][CH2:26][C:27]3[CH:28]=[CH:29][CH:30]=[CH:31][CH:32]=3)[C:4](=[O:33])[C:48]([CH2:47][CH2:51][O:50][CH3:49])=[C:8]([CH3:3])[N:7]=2)[CH:15]=[CH:14][CH:13]=1, predict the reactants needed to synthesize it. The reactants are: C([C:3]1[C:4](=[O:33])[N:5]([CH2:25][CH2:26][C:27]2[CH:32]=[CH:31][CH:30]=[CH:29][CH:28]=2)[C:6]([C:10]2[CH:15]=[CH:14][CH:13]=[C:12]([F:16])[C:11]=2[O:17]CC2C=CC=CC=2)=[N:7][C:8]=1C)=C.B1C2CCCC1CCC2.[OH-].[Na+].OO.[CH2:47]1[CH2:51][O:50][CH2:49][CH2:48]1. (4) Given the product [CH:16]([C:2]1[C:7]([C:8]2[O:9][C:10]([CH2:13][CH3:14])=[CH:11][N:12]=2)=[CH:6][CH:5]=[C:4]([CH3:15])[N:3]=1)=[CH2:17], predict the reactants needed to synthesize it. The reactants are: Cl[C:2]1[C:7]([C:8]2[O:9][C:10]([CH2:13][CH3:14])=[CH:11][N:12]=2)=[CH:6][CH:5]=[C:4]([CH3:15])[N:3]=1.[CH:16](B1OC(C)(C)C(C)(C)O1)=[CH2:17].C([O-])([O-])=O.[K+].[K+].O1CCOCC1. (5) Given the product [CH2:2]([C:6]1[CH:7]=[CH:8][C:9]([C:12]#[C:13][C:14]2[CH:34]=[CH:33][C:17]([CH2:18][N:19]([C:20]3[CH:32]=[CH:31][C:23]4[O:24][C:25]([CH3:30])([CH3:29])[O:26][C:27](=[O:28])[C:22]=4[CH:21]=3)[C:44]([C:36]3[S:35][C:39]4[CH:40]=[CH:41][CH:42]=[CH:43][C:38]=4[CH:37]=3)=[O:45])=[CH:16][CH:15]=2)=[CH:10][CH:11]=1)[CH2:3][CH2:4][CH3:5], predict the reactants needed to synthesize it. The reactants are: Cl.[CH2:2]([C:6]1[CH:11]=[CH:10][C:9]([C:12]#[C:13][C:14]2[CH:34]=[CH:33][C:17]([CH2:18][NH:19][C:20]3[CH:32]=[CH:31][C:23]4[O:24][C:25]([CH3:30])([CH3:29])[O:26][C:27](=[O:28])[C:22]=4[CH:21]=3)=[CH:16][CH:15]=2)=[CH:8][CH:7]=1)[CH2:3][CH2:4][CH3:5].[S:35]1[C:39]2[CH:40]=[CH:41][CH:42]=[CH:43][C:38]=2[CH:37]=[C:36]1[C:44](Cl)=[O:45]. (6) Given the product [N:29]1([C:15](=[O:17])[CH2:14][O:13][N:12]=[C:8]2[CH2:7][CH:6]([C:18]3[CH:23]=[CH:22][C:21]([F:24])=[CH:20][CH:19]=3)[CH2:5][C:4]3[N:3]=[C:2]([NH2:1])[N:11]=[CH:10][C:9]2=3)[CH2:34][CH2:33][O:32][CH2:31][CH2:30]1, predict the reactants needed to synthesize it. The reactants are: [NH2:1][C:2]1[N:11]=[CH:10][C:9]2[C:8](=[N:12][O:13][CH2:14][C:15]([OH:17])=O)[CH2:7][CH:6]([C:18]3[CH:23]=[CH:22][C:21]([F:24])=[CH:20][CH:19]=3)[CH2:5][C:4]=2[N:3]=1.S(Cl)(Cl)=O.[NH:29]1[CH2:34][CH2:33][O:32][CH2:31][CH2:30]1.C(N(CC)CC)C. (7) Given the product [N:1]1([C:6]2[O:10][C:9]([C:11]3[NH:15][C:16]4[CH:17]=[C:18]([C:19](=[O:20])[C:21]5[CH:26]=[CH:25][CH:24]=[CH:23][CH:22]=5)[CH:27]=[CH:28][C:29]=4[N:30]=3)=[C:8]([CH3:14])[CH:7]=2)[CH2:2][CH2:3][CH2:4][CH2:5]1, predict the reactants needed to synthesize it. The reactants are: [N:1]1([C:6]2[O:10][C:9]([C:11](O)=O)=[C:8]([CH3:14])[CH:7]=2)[CH2:5][CH2:4][CH2:3][CH2:2]1.[NH2:15][C:16]1[CH:17]=[C:18]([CH:27]=[CH:28][C:29]=1[NH2:30])[C:19]([C:21]1[CH:26]=[CH:25][CH:24]=[CH:23][CH:22]=1)=[O:20].Cl.C(N=C=NCCCN(C)C)C.O.ON1C2C=CC=CC=2N=N1.